Dataset: Forward reaction prediction with 1.9M reactions from USPTO patents (1976-2016). Task: Predict the product of the given reaction. (1) Given the reactants [ClH:1].[CH2:2]([O:9][C:10]1[C:11]([NH:17][C:18]2[S:19][CH:20]=[C:21]([CH3:23])[N:22]=2)=[N:12][CH:13]=[C:14](Br)[CH:15]=1)[C:3]1[CH:8]=[CH:7][CH:6]=[CH:5][CH:4]=1.[Li]C.C([Li])CCC.[C:31]1([S:37][S:37][C:31]2[CH:36]=[CH:35][CH:34]=[CH:33][CH:32]=2)[CH:36]=[CH:35][CH:34]=[CH:33][CH:32]=1, predict the reaction product. The product is: [ClH:1].[CH2:2]([O:9][C:10]1[C:11]([NH:17][C:18]2[S:19][CH:20]=[C:21]([CH3:23])[N:22]=2)=[N:12][CH:13]=[C:14]([S:37][C:31]2[CH:36]=[CH:35][CH:34]=[CH:33][CH:32]=2)[CH:15]=1)[C:3]1[CH:8]=[CH:7][CH:6]=[CH:5][CH:4]=1. (2) Given the reactants [F:1][C:2]1[CH:3]=[C:4]([CH:7]=[CH:8][C:9]=1[O:10][CH2:11][C:12]1[CH:17]=[CH:16][C:15]([F:18])=[CH:14][N:13]=1)[CH:5]=O.[N+:19]([CH3:22])([O-:21])=[O:20].C([O-])(=O)C.[NH4+].[BH4-].[Na+], predict the reaction product. The product is: [F:18][C:15]1[CH:16]=[CH:17][C:12]([CH2:11][O:10][C:9]2[CH:8]=[CH:7][C:4]([CH2:5][CH2:22][N+:19]([O-:21])=[O:20])=[CH:3][C:2]=2[F:1])=[N:13][CH:14]=1. (3) Given the reactants [O:1]=[C:2]1[C:10]2[C:5](=[CH:6][C:7]([N:11]([CH2:16][C:17]3[S:18][CH:19]=[CH:20][CH:21]=3)[S:12]([CH3:15])(=[O:14])=[O:13])=[CH:8][CH:9]=2)[C:4](=[O:22])[N:3]1[CH2:23][C:24]([O:26]C(C)(C)C)=[O:25].Cl, predict the reaction product. The product is: [O:1]=[C:2]1[C:10]2[C:5](=[CH:6][C:7]([N:11]([CH2:16][C:17]3[S:18][CH:19]=[CH:20][CH:21]=3)[S:12]([CH3:15])(=[O:14])=[O:13])=[CH:8][CH:9]=2)[C:4](=[O:22])[N:3]1[CH2:23][C:24]([OH:26])=[O:25]. (4) The product is: [O:20]=[C:18]1[CH2:17][CH:4]2[CH2:5][N:6]([CH2:11][C:12]([O:14][CH2:15][CH3:16])=[O:13])[C:7]3[C:3]2=[C:2]([CH:10]=[CH:9][CH:8]=3)[NH:1]1. Given the reactants [NH2:1][C:2]1[CH:10]=[CH:9][CH:8]=[C:7]2[C:3]=1[CH:4]([CH2:17][C:18]([O:20]C)=O)[CH2:5][N:6]2[CH2:11][C:12]([O:14][CH2:15][CH3:16])=[O:13].O.C1(C)C=CC(S(O)(=O)=O)=CC=1, predict the reaction product. (5) The product is: [F:1][C:2]1[CH:3]=[C:4]([CH2:9][O:10][C:11]2[CH:25]=[CH:24][C:23]([CH:26]([OH:27])[CH3:28])=[CH:22][C:12]=2[C:13]([NH:15][C:16]2[CH:17]=[N:18][CH:19]=[CH:20][CH:21]=2)=[O:14])[CH:5]=[CH:6][C:7]=1[F:8]. Given the reactants [F:1][C:2]1[CH:3]=[C:4]([CH2:9][O:10][C:11]2[CH:25]=[CH:24][C:23]([CH:26]=[O:27])=[CH:22][C:12]=2[C:13]([NH:15][C:16]2[CH:17]=[N:18][CH:19]=[CH:20][CH:21]=2)=[O:14])[CH:5]=[CH:6][C:7]=1[F:8].[CH3:28][Mg]Br.S(=O)(=O)(O)O, predict the reaction product. (6) Given the reactants Cl[C:2]([F:11])([C:7]([F:10])([F:9])[F:8])[C:3]([F:6])([F:5])[F:4].[F:12]C(F)(F)C(F)=C(F)F.FC(F)(F)C(F)C(F)(F)F, predict the reaction product. The product is: [F:4][C:3]([F:6])([F:5])[C:2]([F:11])([F:12])[C:7]([F:10])([F:9])[F:8].